This data is from Forward reaction prediction with 1.9M reactions from USPTO patents (1976-2016). The task is: Predict the product of the given reaction. (1) Given the reactants Cl[C:2]1[N:7]=[N:6][C:5]([C:8]([NH2:10])=[O:9])=[C:4]([NH:11][C:12]2[CH:17]=[CH:16][C:15]([CH3:18])=[C:14]([CH:19]([CH3:21])[CH3:20])[N:13]=2)[CH:3]=1.[CH2:22]([NH2:25])[CH2:23][NH2:24], predict the reaction product. The product is: [NH2:24][CH2:23][CH2:22][NH:25][C:2]1[N:7]=[N:6][C:5]([C:8]([NH2:10])=[O:9])=[C:4]([NH:11][C:12]2[CH:17]=[CH:16][C:15]([CH3:18])=[C:14]([CH:19]([CH3:21])[CH3:20])[N:13]=2)[CH:3]=1. (2) Given the reactants [Cl:1][C:2]1[CH:3]=[CH:4][C:5]([O:25][C:26]2[CH:31]=[C:30]([F:32])[C:29]([S:33](=[O:52])(=[O:51])[N:34]([CH2:40][C:41]3[CH:46]=[CH:45][C:44]([O:47][CH3:48])=[CH:43][C:42]=3[O:49][CH3:50])[C:35]3[S:36][CH:37]=[CH:38][N:39]=3)=[CH:28][C:27]=2[Cl:53])=[C:6]([CH2:8][CH2:9][CH2:10][N:11]([C:17]([O:19][CH2:20][CH2:21][CH2:22][CH2:23][CH3:24])=[O:18])[CH2:12][C:13]([O:15]C)=[O:14])[CH:7]=1.O.[OH-].[Li+].O.Cl, predict the reaction product. The product is: [Cl:1][C:2]1[CH:3]=[CH:4][C:5]([O:25][C:26]2[CH:31]=[C:30]([F:32])[C:29]([S:33](=[O:51])(=[O:52])[N:34]([CH2:40][C:41]3[CH:46]=[CH:45][C:44]([O:47][CH3:48])=[CH:43][C:42]=3[O:49][CH3:50])[C:35]3[S:36][CH:37]=[CH:38][N:39]=3)=[CH:28][C:27]=2[Cl:53])=[C:6]([CH2:8][CH2:9][CH2:10][N:11]([C:17]([O:19][CH2:20][CH2:21][CH2:22][CH2:23][CH3:24])=[O:18])[CH2:12][C:13]([OH:15])=[O:14])[CH:7]=1. (3) The product is: [C:35]([CH:17]1[CH2:16][N:15]([S:12]([C:7]2[CH:6]=[CH:5][C:4]3[C:9](=[CH:10][CH:11]=[C:2]([Cl:1])[CH:3]=3)[CH:8]=2)(=[O:13])=[O:14])[CH2:20][CH2:19][N:18]1[C:21]([CH:23]1[CH2:28][CH2:27][N:26]([C:29]2[CH:30]=[CH:31][N:32]=[CH:33][CH:34]=2)[CH2:25][CH2:24]1)=[O:22])([OH:37])=[O:36]. Given the reactants [Cl:1][C:2]1[CH:3]=[C:4]2[C:9](=[CH:10][CH:11]=1)[CH:8]=[C:7]([S:12]([N:15]1[CH2:20][CH2:19][N:18]([C:21]([CH:23]3[CH2:28][CH2:27][N:26]([C:29]4[CH:34]=[CH:33][N:32]=[CH:31][CH:30]=4)[CH2:25][CH2:24]3)=[O:22])[CH:17]([C:35]([O:37]C)=[O:36])[CH2:16]1)(=[O:14])=[O:13])[CH:6]=[CH:5]2.[OH-].[Na+].Cl, predict the reaction product. (4) Given the reactants [CH3:1][O:2][CH2:3][CH2:4][OH:5].N1C=CC=CC=1.[N+:12]([C:15]1[CH:20]=[CH:19][C:18]([S:21](Cl)(=[O:23])=[O:22])=[CH:17][CH:16]=1)([O-:14])=[O:13].Cl, predict the reaction product. The product is: [N+:12]([C:15]1[CH:16]=[CH:17][C:18]([S:21]([O:5][CH2:4][CH2:3][O:2][CH3:1])(=[O:23])=[O:22])=[CH:19][CH:20]=1)([O-:14])=[O:13]. (5) Given the reactants [H-].[Na+].[C:3]([O:7][C:8]([N:10]1[CH2:14][CH2:13][C@@H:12]([CH2:15][OH:16])[CH2:11]1)=[O:9])([CH3:6])([CH3:5])[CH3:4].Br[CH2:18][CH2:19][CH2:20][C:21]1[CH:26]=[CH:25][CH:24]=[CH:23][CH:22]=1, predict the reaction product. The product is: [C:21]1([CH2:20][CH2:19][CH2:18][O:16][CH2:15][C@@H:12]2[CH2:13][CH2:14][N:10]([C:8]([O:7][C:3]([CH3:6])([CH3:5])[CH3:4])=[O:9])[CH2:11]2)[CH:26]=[CH:25][CH:24]=[CH:23][CH:22]=1. (6) Given the reactants [CH2:1]([O:8][C:9](=[O:31])[C@H:10]([CH2:16][CH2:17][CH2:18][CH2:19][NH:20][C:21]([O:23][CH2:24][C:25]1[CH:30]=[CH:29][CH:28]=[CH:27][CH:26]=1)=[O:22])[NH:11][CH2:12][CH:13]([CH3:15])[CH3:14])[C:2]1[CH:7]=[CH:6][CH:5]=[CH:4][CH:3]=1.[N+:32]([C:35]1[CH:40]=[CH:39][C:38]([S:41](Cl)(=[O:43])=[O:42])=[CH:37][CH:36]=1)([O-:34])=[O:33], predict the reaction product. The product is: [CH2:1]([O:8][C:9](=[O:31])[C@H:10]([CH2:16][CH2:17][CH2:18][CH2:19][NH:20][C:21]([O:23][CH2:24][C:25]1[CH:26]=[CH:27][CH:28]=[CH:29][CH:30]=1)=[O:22])[N:11]([CH2:12][CH:13]([CH3:15])[CH3:14])[S:41]([C:38]1[CH:37]=[CH:36][C:35]([N+:32]([O-:34])=[O:33])=[CH:40][CH:39]=1)(=[O:42])=[O:43])[C:2]1[CH:3]=[CH:4][CH:5]=[CH:6][CH:7]=1.